This data is from Catalyst prediction with 721,799 reactions and 888 catalyst types from USPTO. The task is: Predict which catalyst facilitates the given reaction. (1) Reactant: [C:1]1([N:7]2[C:12](=[O:13])[C:11]3[S:14][CH:15]=[C:16]([C:17]4[CH:22]=[CH:21][CH:20]=[CH:19][CH:18]=4)[C:10]=3[N:9]=[CH:8]2)[CH:6]=[CH:5][CH:4]=[CH:3][CH:2]=1.NC1C(C2C=CC=CC=2)=CSC=1C(OC)=O.C(OCC)(OCC)OCC.[Br:49]C1C=C(C=CC=1)N. Product: [Br:49][C:3]1[CH:2]=[C:1]([N:7]2[C:12](=[O:13])[C:11]3[S:14][CH:15]=[C:16]([C:17]4[CH:18]=[CH:19][CH:20]=[CH:21][CH:22]=4)[C:10]=3[N:9]=[CH:8]2)[CH:6]=[CH:5][CH:4]=1. The catalyst class is: 15. (2) Reactant: Cl[C:2]1[N:7]=[C:6]([CH3:8])[C:5]([CH:9]([CH2:14][CH2:15][CH3:16])[C:10]([O:12][CH3:13])=[O:11])=[C:4]([C:17]2[CH:22]=[CH:21][C:20]([CH3:23])=[CH:19][CH:18]=2)[N:3]=1.[N:24]1[C:33]2[C:28](=[C:29](B(O)O)[CH:30]=[CH:31][CH:32]=2)[CH:27]=[CH:26][CH:25]=1.C(N(CC)C(C)C)(C)C. Product: [CH3:8][C:6]1[C:5]([CH:9]([CH2:14][CH2:15][CH3:16])[C:10]([O:12][CH3:13])=[O:11])=[C:4]([C:17]2[CH:22]=[CH:21][C:20]([CH3:23])=[CH:19][CH:18]=2)[N:3]=[C:2]([C:29]2[CH:30]=[CH:31][CH:32]=[C:33]3[C:28]=2[CH:27]=[CH:26][CH:25]=[N:24]3)[N:7]=1. The catalyst class is: 108. (3) Reactant: C(O)(C)C.[CH2:5]([O:12][C:13]1[CH:18]=[C:17]([C:19]([F:22])([F:21])[F:20])[C:16]([N+:23]([O-])=O)=[C:15]([C:26]([F:29])([F:28])[F:27])[CH:14]=1)[C:6]1[CH:11]=[CH:10][CH:9]=[CH:8][CH:7]=1.S(S([O-])=O)([O-])=O.[Na+].[Na+]. Product: [CH2:5]([O:12][C:13]1[CH:14]=[C:15]([C:26]([F:27])([F:28])[F:29])[C:16]([NH2:23])=[C:17]([C:19]([F:20])([F:21])[F:22])[CH:18]=1)[C:6]1[CH:7]=[CH:8][CH:9]=[CH:10][CH:11]=1. The catalyst class is: 6. (4) Reactant: [C:1]([C:3]1[CH:4]=[C:5]2[N:11]=[C:10]([C:12]([C:14]3[C:22]([O:23][CH3:24])=[CH:21][C:20]([CH3:25])=[C:19]4[C:15]=3[CH:16]=[CH:17][N:18]4C(OC(C)(C)C)=O)=[O:13])[N:9]([CH2:33][O:34][CH2:35][CH2:36][Si:37]([CH3:40])([CH3:39])[CH3:38])[C:6]2=[N:7][CH:8]=1)#[N:2].C([O-])([O-])=O.[K+].[K+]. Product: [CH3:24][O:23][C:22]1[CH:21]=[C:20]([CH3:25])[C:19]2[NH:18][CH:17]=[CH:16][C:15]=2[C:14]=1[C:12]([C:10]1[N:9]([CH2:33][O:34][CH2:35][CH2:36][Si:37]([CH3:39])([CH3:38])[CH3:40])[C:6]2=[N:7][CH:8]=[C:3]([C:1]#[N:2])[CH:4]=[C:5]2[N:11]=1)=[O:13]. The catalyst class is: 252. (5) Product: [Cl:24][C:25]1[CH:33]=[CH:32][CH:31]=[CH:30][C:26]=1[C:27]([N:3]1[C:4]2=[N:9][C:8]([N:10]3[CH2:11][CH2:12][O:13][CH2:14][CH2:15]3)=[CH:7][C:6](=[O:16])[N:5]2[CH2:17][C@@:2]1([CH3:1])[C:18]([F:21])([F:19])[F:20])=[O:28]. Reactant: [CH3:1][C@@:2]1([C:18]([F:21])([F:20])[F:19])[CH2:17][N:5]2[C:6](=[O:16])[CH:7]=[C:8]([N:10]3[CH2:15][CH2:14][O:13][CH2:12][CH2:11]3)[N:9]=[C:4]2[NH:3]1.[H-].[Na+].[Cl:24][C:25]1[CH:33]=[CH:32][CH:31]=[CH:30][C:26]=1[C:27](Cl)=[O:28]. The catalyst class is: 7. (6) Reactant: [BH4-].[Na+].C(OC(=O)[C:7]([CH:9]1[CH2:13][CH2:12][O:11][CH:10]1[O:14][CH2:15]C)=[O:8])C.[Cl-].[NH4+].C(N(CC)CC)C. Product: [O:14]1[CH:10]2[O:11][CH2:12][CH2:13][CH:9]2[CH:7]([OH:8])[CH2:15]1. The catalyst class is: 8. (7) Reactant: [C:1]([O:5][C:6](=[O:23])[NH:7][C:8]1[CH:13]=[CH:12][C:11]([CH2:14][CH2:15][CH2:16][CH2:17]O)=[C:10]([C:19]([F:22])([F:21])[F:20])[CH:9]=1)([CH3:4])([CH3:3])[CH3:2].CCN(S(F)(F)[F:30])CC. Product: [C:1]([O:5][C:6](=[O:23])[NH:7][C:8]1[CH:13]=[CH:12][C:11]([CH2:14][CH2:15][CH2:16][CH2:17][F:30])=[C:10]([C:19]([F:22])([F:21])[F:20])[CH:9]=1)([CH3:4])([CH3:3])[CH3:2]. The catalyst class is: 2. (8) The catalyst class is: 6. Reactant: [H-].[Na+].[CH3:3][O:4][CH2:5][CH2:6][OH:7].[H][H].Cl[C:11]1[CH:16]=[C:15]([CH3:17])[C:14]([N+:18]([O-:20])=[O:19])=[CH:13][N:12]=1. Product: [CH3:3][O:4][CH2:5][CH2:6][O:7][C:11]1[CH:16]=[C:15]([CH3:17])[C:14]([N+:18]([O-:20])=[O:19])=[CH:13][N:12]=1. (9) Reactant: [CH:1]([C:3]1[CH:4]=[C:5]([CH:9]=[C:10]([O:14][C:15]([F:18])([F:17])[F:16])[C:11]=1[O:12][CH3:13])[C:6]([OH:8])=[O:7])=O.Cl.[NH2:20]O. Product: [C:1]([C:3]1[CH:4]=[C:5]([CH:9]=[C:10]([O:14][C:15]([F:18])([F:17])[F:16])[C:11]=1[O:12][CH3:13])[C:6]([OH:8])=[O:7])#[N:20]. The catalyst class is: 106. (10) Reactant: [Cl:1][C:2]1[CH:3]=[C:4]([C:21]2[CH:22]=[CH:23][C:24]([CH:27]=O)=[N:25][CH:26]=2)[CH:5]=[CH:6][C:7]=1[CH2:8][CH:9]1[CH2:13][CH2:12][N:11]([CH:14]2[CH2:19][CH2:18][CH2:17][CH2:16][CH2:15]2)[C:10]1=[O:20].[NH:29]1[CH2:34][CH2:33][CH2:32][CH2:31][CH2:30]1. Product: [ClH:1].[Cl:1][C:2]1[CH:3]=[C:4]([C:21]2[CH:26]=[N:25][C:24]([CH2:27][N:29]3[CH2:34][CH2:33][CH2:32][CH2:31][CH2:30]3)=[CH:23][CH:22]=2)[CH:5]=[CH:6][C:7]=1[CH2:8][CH:9]1[CH2:13][CH2:12][N:11]([CH:14]2[CH2:15][CH2:16][CH2:17][CH2:18][CH2:19]2)[C:10]1=[O:20]. The catalyst class is: 68.